Dataset: Full USPTO retrosynthesis dataset with 1.9M reactions from patents (1976-2016). Task: Predict the reactants needed to synthesize the given product. Given the product [Cl:25][C:6]1[N:5]=[C:4]([NH:9][C:10](=[O:15])[C:11]([CH3:14])([CH3:13])[CH3:12])[CH:3]=[C:2]([CH3:1])[CH:7]=1, predict the reactants needed to synthesize it. The reactants are: [CH3:1][C:2]1[CH:7]=[CH:6][N+:5]([O-])=[C:4]([NH:9][C:10](=[O:15])[C:11]([CH3:14])([CH3:13])[CH3:12])[CH:3]=1.CCN(CC)CC.O=P(Cl)(Cl)[Cl:25].